Task: Predict which catalyst facilitates the given reaction.. Dataset: Catalyst prediction with 721,799 reactions and 888 catalyst types from USPTO (1) Reactant: [Cl:1][C:2]1[CH:9]=[C:8]([F:10])[C:5]([CH:6]=[O:7])=[C:4]([F:11])[CH:3]=1.O1CCCC1.[BH4-].[Na+]. Product: [Cl:1][C:2]1[CH:3]=[C:4]([F:11])[C:5]([CH2:6][OH:7])=[C:8]([F:10])[CH:9]=1. The catalyst class is: 8. (2) Reactant: C([O:5][C:6](=[O:13])[CH2:7][CH2:8][CH2:9][N+:10]([O-:12])=[O:11])(C)(C)C.C(O)(C(F)(F)F)=O. Product: [N+:10]([CH2:9][CH2:8][CH2:7][C:6]([OH:13])=[O:5])([O-:12])=[O:11]. The catalyst class is: 2. (3) Reactant: [C:1]([O:5][C:6](=[O:28])[NH:7][C:8]1[C@:9]([CH3:27])([C:23]([F:26])([F:25])[F:24])[O:10][CH2:11][C@:12]([C:15]2[CH:20]=[C:19]([NH2:21])[CH:18]=[CH:17][C:16]=2[F:22])([CH3:14])[N:13]=1)([CH3:4])([CH3:3])[CH3:2].[C:29]([C:31]1[CH:32]=[C:33]([CH3:40])[C:34]([C:37](O)=[O:38])=[N:35][CH:36]=1)#[N:30].CCN=C=NCCCN(C)C.Cl.C1C=NC2N(O)N=NC=2C=1.CCN(C(C)C)C(C)C. Product: [C:1]([O:5][C:6](=[O:28])[NH:7][C:8]1[C@:9]([CH3:27])([C:23]([F:26])([F:25])[F:24])[O:10][CH2:11][C@:12]([C:15]2[CH:20]=[C:19]([NH:21][C:37]([C:34]3[C:33]([CH3:40])=[CH:32][C:31]([C:29]#[N:30])=[CH:36][N:35]=3)=[O:38])[CH:18]=[CH:17][C:16]=2[F:22])([CH3:14])[N:13]=1)([CH3:2])([CH3:3])[CH3:4]. The catalyst class is: 3. (4) Reactant: [NH2:1][CH2:2][C:3]1[CH:4]=[CH:5][C:6]([Cl:25])=[C:7]([C:9]2[NH:13][C:12](=[O:14])[N:11]([C:15]3[CH:20]=[CH:19][C:18]([C:21]([F:24])([F:23])[F:22])=[CH:17][CH:16]=3)[N:10]=2)[CH:8]=1.CN(C=O)C.CN(C(ON1N=NC2C=CC=CC1=2)=[N+](C)C)C.[B-](F)(F)(F)F.[O:53]1[CH2:57][CH2:56][CH2:55][C@@H:54]1[C:58](O)=[O:59]. Product: [Cl:25][C:6]1[CH:5]=[CH:4][C:3]([CH2:2][NH:1][C:58]([C@H:54]2[CH2:55][CH2:56][CH2:57][O:53]2)=[O:59])=[CH:8][C:7]=1[C:9]1[NH:13][C:12](=[O:14])[N:11]([C:15]2[CH:16]=[CH:17][C:18]([C:21]([F:24])([F:23])[F:22])=[CH:19][CH:20]=2)[N:10]=1. The catalyst class is: 1. (5) Reactant: [Cl:1][C:2]1[CH:7]=[CH:6][CH:5]=[CH:4][C:3]=1[C:8]1[NH:9][C:10]([CH3:20])=[C:11]([C:13]([O:15][C:16]([CH3:19])([CH3:18])[CH3:17])=[O:14])[N:12]=1.F[C:22]1[CH:27]=[CH:26][C:25]([N+:28]([O-:30])=[O:29])=[CH:24][CH:23]=1.C(=O)([O-])[O-].[K+].[K+]. Product: [Cl:1][C:2]1[CH:7]=[CH:6][CH:5]=[CH:4][C:3]=1[C:8]1[N:9]([C:22]2[CH:27]=[CH:26][C:25]([N+:28]([O-:30])=[O:29])=[CH:24][CH:23]=2)[C:10]([CH3:20])=[C:11]([C:13]([O:15][C:16]([CH3:17])([CH3:19])[CH3:18])=[O:14])[N:12]=1. The catalyst class is: 18.